Dataset: Catalyst prediction with 721,799 reactions and 888 catalyst types from USPTO. Task: Predict which catalyst facilitates the given reaction. Reactant: Cl.[CH2:2]([O:9][C:10]1[CH:15]=[CH:14][N:13]([C:16]2[CH:17]=[CH:18][C:19]3[C:20]4[CH2:29][N:28]([C:30]([CH:32]5[CH2:36][CH2:35][NH:34][CH2:33]5)=[O:31])[CH2:27][CH2:26][C:21]=4[N:22]([CH3:25])[C:23]=3[CH:24]=2)[C:12](=[O:37])[CH:11]=1)[C:3]1[CH:8]=[CH:7][CH:6]=[CH:5][CH:4]=1.[CH3:38]CN(CC)CC.C=O.[BH-](OC(C)=O)(OC(C)=O)OC(C)=O.[Na+]. Product: [CH2:2]([O:9][C:10]1[CH:15]=[CH:14][N:13]([C:16]2[CH:17]=[CH:18][C:19]3[C:20]4[CH2:29][N:28]([C:30]([CH:32]5[CH2:36][CH2:35][N:34]([CH3:38])[CH2:33]5)=[O:31])[CH2:27][CH2:26][C:21]=4[N:22]([CH3:25])[C:23]=3[CH:24]=2)[C:12](=[O:37])[CH:11]=1)[C:3]1[CH:4]=[CH:5][CH:6]=[CH:7][CH:8]=1. The catalyst class is: 5.